From a dataset of Peptide-MHC class II binding affinity with 134,281 pairs from IEDB. Regression. Given a peptide amino acid sequence and an MHC pseudo amino acid sequence, predict their binding affinity value. This is MHC class II binding data. (1) The peptide sequence is SGHVIPACKNLSPSA. The MHC is DRB1_0405 with pseudo-sequence DRB1_0405. The binding affinity (normalized) is 0.226. (2) The peptide sequence is KDGDDALKGFLSYAG. The MHC is DRB1_0101 with pseudo-sequence DRB1_0101. The binding affinity (normalized) is 0.834. (3) The peptide sequence is EKKYYAATQFEPLAA. The MHC is HLA-DPA10201-DPB11401 with pseudo-sequence HLA-DPA10201-DPB11401. The binding affinity (normalized) is 0.621. (4) The peptide sequence is CSGEPVVVHITDDNE. The MHC is DRB1_1001 with pseudo-sequence DRB1_1001. The binding affinity (normalized) is 0.0815.